Dataset: Full USPTO retrosynthesis dataset with 1.9M reactions from patents (1976-2016). Task: Predict the reactants needed to synthesize the given product. (1) Given the product [CH3:29][O:28][C:26](=[O:27])[C:25]1[CH:30]=[CH:31][C:22]([CH2:20][NH:17][C:15]2[S:16][C:12]3[CH:11]=[C:10]([O:9][CH2:8][CH2:7][N:1]4[CH2:6][CH2:5][O:4][CH2:3][CH2:2]4)[CH:19]=[CH:18][C:13]=3[N:14]=2)=[CH:23][CH:24]=1, predict the reactants needed to synthesize it. The reactants are: [N:1]1([CH2:7][CH2:8][O:9][C:10]2[CH:19]=[CH:18][C:13]3[N:14]=[C:15]([NH2:17])[S:16][C:12]=3[CH:11]=2)[CH2:6][CH2:5][O:4][CH2:3][CH2:2]1.[CH:20]([C:22]1[CH:31]=[CH:30][C:25]([C:26]([O:28][CH3:29])=[O:27])=[CH:24][CH:23]=1)=O.C([Sn](Cl)(Cl)CCCC)CCC.C1([SiH3])C=CC=CC=1. (2) Given the product [NH2:1][C:2]1[N:6]([C:7]2[CH:8]=[C:9]([C:10](=[O:11])[NH:12][CH:33]3[CH2:34][CH2:35]3)[CH:15]=[CH:16][C:17]=2[CH3:18])[CH:48]=[N:50][C:3]=1[C:19]([C:20]1[CH:21]=[C:22]([CH:23]=[CH:24][CH:25]=1)[C:41]([OH:46])=[O:55])=[O:27], predict the reactants needed to synthesize it. The reactants are: [NH2:1][C:2]1[N:6]([C:7]2[CH:8]=[C:9]([CH:15]=[CH:16][C:17]=2[CH3:18])[C:10]([NH:12]OC)=[O:11])N=C[C:3]=1[C:19](=[O:27])[C:20]1[CH:25]=[CH:24][CH:23]=[C:22](I)[CH:21]=1.CCN=C=N[CH2:33][CH2:34][CH2:35]N(C)C.ON1C(=O)CC[C:41]1=[O:46].C[CH:48]([NH2:50])C.CN(C=[O:55])C. (3) Given the product [Si:1]([O:8][CH:9]1[CH2:14][CH2:13][CH:12]([CH:15]([OH:29])[CH2:16][CH:17]2[C:25]3[C:20](=[CH:21][CH:22]=[CH:23][CH:24]=3)[C:19]3=[CH:26][N:27]=[CH:28][N:18]23)[CH2:11][CH2:10]1)([C:4]([CH3:7])([CH3:5])[CH3:6])([CH3:3])[CH3:2], predict the reactants needed to synthesize it. The reactants are: [Si:1]([O:8][CH:9]1[CH2:14][CH2:13][CH:12]([C:15](=[O:29])[CH2:16][CH:17]2[C:25]3[C:20](=[CH:21][CH:22]=[CH:23][CH:24]=3)[C:19]3=[CH:26][N:27]=[CH:28][N:18]23)[CH2:11][CH2:10]1)([C:4]([CH3:7])([CH3:6])[CH3:5])([CH3:3])[CH3:2].[BH4-].[Na+]. (4) Given the product [C:1]([C:3]1[CH:27]=[CH:26][C:6]([O:7][C:8]2[CH:9]=[C:10]([CH:14]=[C:15]([O:17][C:18]3[CH:19]=[CH:20][C:21]([C:24]#[N:25])=[CH:22][CH:23]=3)[CH:16]=2)[C:11]([NH:35][CH2:34][CH:28]2[CH2:33][CH2:32][CH2:31][CH2:30][CH2:29]2)=[O:13])=[CH:5][CH:4]=1)#[N:2], predict the reactants needed to synthesize it. The reactants are: [C:1]([C:3]1[CH:27]=[CH:26][C:6]([O:7][C:8]2[CH:9]=[C:10]([CH:14]=[C:15]([O:17][C:18]3[CH:23]=[CH:22][C:21]([C:24]#[N:25])=[CH:20][CH:19]=3)[CH:16]=2)[C:11]([OH:13])=O)=[CH:5][CH:4]=1)#[N:2].[CH:28]1([CH2:34][NH2:35])[CH2:33][CH2:32][CH2:31][CH2:30][CH2:29]1.